This data is from Full USPTO retrosynthesis dataset with 1.9M reactions from patents (1976-2016). The task is: Predict the reactants needed to synthesize the given product. (1) Given the product [Br:1][C:2]1[C:3]([F:17])=[CH:4][CH:5]=[C:6]2[C:11]=1[N:10]=[C:9]([NH:23][C:20]1([CH3:19])[CH2:22][CH2:21]1)[N:8]([CH:13]1[CH2:15][CH2:14]1)[C:7]2=[O:16], predict the reactants needed to synthesize it. The reactants are: [Br:1][C:2]1[C:3]([F:17])=[CH:4][CH:5]=[C:6]2[C:11]=1[N:10]=[C:9](Cl)[N:8]([CH:13]1[CH2:15][CH2:14]1)[C:7]2=[O:16].Cl.[CH3:19][C:20]1([NH2:23])[CH2:22][CH2:21]1.C(N(CC)CC)C. (2) Given the product [CH:27]1([N:30]([CH3:37])[C@@H:31]2[CH2:36][CH2:35][CH2:34][N:33]([C:19]([C:18]3[CH:22]=[CH:23][C:15]([N:12]4[C:13]([OH:14])=[C:9]([C:6]5[CH:7]=[CH:8][C:3]([C:1]#[N:2])=[CH:4][C:5]=5[CH3:24])[CH:10]=[N:11]4)=[N:16][CH:17]=3)=[O:21])[CH2:32]2)[CH2:29][CH2:28]1, predict the reactants needed to synthesize it. The reactants are: [C:1]([C:3]1[CH:8]=[CH:7][C:6]([C:9]2[CH:10]=[N:11][N:12]([C:15]3[CH:23]=[CH:22][C:18]([C:19]([OH:21])=O)=[CH:17][N:16]=3)[C:13]=2[OH:14])=[C:5]([CH3:24])[CH:4]=1)#[N:2].Cl.Cl.[CH:27]1([N:30]([CH3:37])[C@@H:31]2[CH2:36][CH2:35][CH2:34][NH:33][CH2:32]2)[CH2:29][CH2:28]1. (3) Given the product [N:1]1[CH:2]=[CH:3][N:4]2[C:9]=1[CH:8]=[CH:7][C:6]([NH:10][C:11]([N:33]1[CH2:34][CH2:35][N:30]([C:27]3[S:28][CH:29]=[C:25]([C:19]4[CH:24]=[CH:23][CH:22]=[CH:21][CH:20]=4)[N:26]=3)[CH2:31][CH2:32]1)=[O:18])=[N:5]2, predict the reactants needed to synthesize it. The reactants are: [N:1]1[CH:2]=[CH:3][N:4]2[C:9]=1[CH:8]=[CH:7][C:6]([NH:10][C:11](=[O:18])OCC(Cl)(Cl)Cl)=[N:5]2.[C:19]1([C:25]2[N:26]=[C:27]([N:30]3[CH2:35][CH2:34][NH:33][CH2:32][CH2:31]3)[S:28][CH:29]=2)[CH:24]=[CH:23][CH:22]=[CH:21][CH:20]=1.C(N(C(C)C)CC)(C)C.O. (4) Given the product [CH3:47][C:43]1([CH3:48])[CH2:44][CH2:45][CH2:46][N:41]([CH2:39][CH2:38][O:1][C:2]2[CH:36]=[CH:35][C:5]([CH2:6][CH2:8][NH:9][C:10]3[CH:15]=[C:14]([O:16][CH3:17])[CH:13]=[CH:12][C:11]=3[CH:18]3[CH2:27][CH2:26][C:25]4[CH:24]=[C:23]([OH:28])[CH:22]=[CH:21][C:20]=4[CH2:19]3)=[CH:4][CH:3]=2)[CH2:42]1, predict the reactants needed to synthesize it. The reactants are: [OH:1][C:2]1[CH:36]=[CH:35][C:5]([C:6]([CH2:8][NH:9][C:10]2[CH:15]=[C:14]([O:16][CH3:17])[CH:13]=[CH:12][C:11]=2[CH:18]2[CH2:27][CH2:26][C:25]3[CH:24]=[C:23]([O:28]C(=O)C(C)(C)C)[CH:22]=[CH:21][C:20]=3[CH2:19]2)=O)=[CH:4][CH:3]=1.Br[CH2:38][C:39]([N:41]1[CH2:46][CH2:45][CH2:44][C:43]([CH3:48])([CH3:47])[CH2:42]1)=O. (5) The reactants are: C(OC(=O)[NH:10][C@@H:11]([CH2:27][OH:28])[C:12]([NH:14][CH2:15][CH:16]([OH:26])[CH2:17][NH:18][C:19]([O:21][C:22]([CH3:25])([CH3:24])[CH3:23])=[O:20])=[O:13])C1C=CC=CC=1. Given the product [C:22]([O:21][C:19]([NH:18][CH2:17][CH:16]([OH:26])[CH2:15][NH:14][C:12](=[O:13])[C@H:11]([CH2:27][OH:28])[NH2:10])=[O:20])([CH3:25])([CH3:23])[CH3:24], predict the reactants needed to synthesize it. (6) Given the product [C:24]([O:28][C:29]([N:16]1[CH2:17][CH2:18][N:13]([C:6]2[N:5]3[CH:19]=[N:20][CH:21]=[C:4]3[C:3]([Cl:2])=[CH:8][C:7]=2[C:9]([O:11][CH3:12])=[O:10])[CH2:14][CH2:15]1)=[O:30])([CH3:27])([CH3:26])[CH3:25], predict the reactants needed to synthesize it. The reactants are: Cl.[Cl:2][C:3]1[C:4]2[N:5]([CH:19]=[N:20][CH:21]=2)[C:6]([N:13]2[CH2:18][CH2:17][NH:16][CH2:15][CH2:14]2)=[C:7]([C:9]([O:11][CH3:12])=[O:10])[CH:8]=1.[Na].O.[C:24]([O:28][C:29](O[C:29]([O:28][C:24]([CH3:27])([CH3:26])[CH3:25])=[O:30])=[O:30])([CH3:27])([CH3:26])[CH3:25]. (7) Given the product [Cl:16][C:17]1[CH:22]=[CH:21][C:20]([NH:23][C:24](=[O:25])[NH:2][CH2:3][C:4]#[C:5][C:6]2[CH:15]=[CH:14][C:9]([C:10]([O:12][CH3:13])=[O:11])=[CH:8][CH:7]=2)=[CH:19][CH:18]=1, predict the reactants needed to synthesize it. The reactants are: Cl.[NH2:2][CH2:3][C:4]#[C:5][C:6]1[CH:15]=[CH:14][C:9]([C:10]([O:12][CH3:13])=[O:11])=[CH:8][CH:7]=1.[Cl:16][C:17]1[CH:22]=[CH:21][C:20]([N:23]=[C:24]=[O:25])=[CH:19][CH:18]=1.C(N(CC)CC)C.